Dataset: Full USPTO retrosynthesis dataset with 1.9M reactions from patents (1976-2016). Task: Predict the reactants needed to synthesize the given product. Given the product [F:27][C:26]([F:29])([F:28])[C:24]([OH:30])=[O:25].[F:27][C:26]([F:29])([F:28])[C:24]([OH:30])=[O:25].[Br:22][C:18]1[N:17]=[C:16]([NH:15][C:14]([C@@H:13]2[CH2:12][C@@H:11]3[C@@H:9]([CH2:10]3)[NH:8]2)=[O:23])[CH:21]=[N:20][CH:19]=1, predict the reactants needed to synthesize it. The reactants are: C(OC([N:8]1[C@H:13]([C:14](=[O:23])[NH:15][C:16]2[CH:21]=[N:20][CH:19]=[C:18]([Br:22])[N:17]=2)[CH2:12][C@@H:11]2[C@H:9]1[CH2:10]2)=O)(C)(C)C.[C:24]([OH:30])([C:26]([F:29])([F:28])[F:27])=[O:25].